From a dataset of Forward reaction prediction with 1.9M reactions from USPTO patents (1976-2016). Predict the product of the given reaction. (1) Given the reactants [Cl:1][C:2]1[CH:7]=[CH:6][C:5]([C:8]([CH:10]2[CH2:15][CH2:14][NH:13][CH2:12][CH2:11]2)=[O:9])=[CH:4][CH:3]=1.[CH2:16]([O:18][C:19](=[O:22])[CH2:20]Br)[CH3:17].C(N(CC)CC)C, predict the reaction product. The product is: [CH2:16]([O:18][C:19](=[O:22])[CH2:20][N:13]1[CH2:14][CH2:15][CH:10]([C:8](=[O:9])[C:5]2[CH:6]=[CH:7][C:2]([Cl:1])=[CH:3][CH:4]=2)[CH2:11][CH2:12]1)[CH3:17]. (2) Given the reactants [Cl:1][C:2]1[CH:10]=[CH:9][CH:8]=[C:7]2[C:3]=1[C:4]([C:15]([OH:17])=O)=[CH:5][N:6]2[CH:11]1[CH2:14][O:13][CH2:12]1.[NH2:18][CH2:19][C:20]1([OH:28])[CH2:25][CH2:24][CH2:23][C:22]([CH3:27])([CH3:26])[CH2:21]1, predict the reaction product. The product is: [OH:28][C:20]1([CH2:19][NH:18][C:15]([C:4]2[C:3]3[C:7](=[CH:8][CH:9]=[CH:10][C:2]=3[Cl:1])[N:6]([CH:11]3[CH2:12][O:13][CH2:14]3)[CH:5]=2)=[O:17])[CH2:25][CH2:24][CH2:23][C:22]([CH3:26])([CH3:27])[CH2:21]1. (3) Given the reactants [Br:1][C:2]1[C:3]([C@@H:8]([NH:18][S@](C(C)(C)C)=O)[CH2:9][C:10]2[CH:15]=[C:14]([F:16])[CH:13]=[C:12]([F:17])[CH:11]=2)=[N:4][CH:5]=[CH:6][CH:7]=1.[OH:25][C:26]1[CH:27]=[C:28]2[C:32](=[CH:33][CH:34]=1)[NH:31][CH:30]=[C:29]2[CH2:35][C:36](O)=[O:37].CCN(C(C)C)C(C)C.CN(C(ON1N=NC2C=CC=NC1=2)=[N+](C)C)C.F[P-](F)(F)(F)(F)F, predict the reaction product. The product is: [Br:1][C:2]1[C:3]([C@@H:8]([NH:18][C:36](=[O:37])[CH2:35][C:29]2[C:28]3[C:32](=[CH:33][CH:34]=[C:26]([OH:25])[CH:27]=3)[NH:31][CH:30]=2)[CH2:9][C:10]2[CH:11]=[C:12]([F:17])[CH:13]=[C:14]([F:16])[CH:15]=2)=[N:4][CH:5]=[CH:6][CH:7]=1. (4) Given the reactants [N+:1]([C:4]1[CH:5]=[C:6]([CH:9]=[CH:10][CH:11]=1)[CH2:7]Br)([O-:3])=[O:2].[P:12]([O:19]CC)([O:16][CH2:17][CH3:18])[O:13][CH2:14][CH3:15], predict the reaction product. The product is: [N+:1]([C:4]1[CH:5]=[C:6]([CH:9]=[CH:10][CH:11]=1)[CH2:7][P:12](=[O:19])([O:16][CH2:17][CH3:18])[O:13][CH2:14][CH3:15])([O-:3])=[O:2].